From a dataset of Reaction yield outcomes from USPTO patents with 853,638 reactions. Predict the reaction yield, written as a fraction of the theoretical maximum amount of product (1.0 means a 100% yield; for example, 0.34 means a 34% yield). (1) The reactants are O.Cl.[NH:3]1[CH2:8][CH2:7][C:6](=[O:9])[CH2:5][CH2:4]1.F[C:11]1[CH:16]=[CH:15][C:14]([N+:17]([O-:19])=[O:18])=[C:13]([O:20][CH3:21])[CH:12]=1.C(=O)([O-])[O-].[K+].[K+]. The catalyst is CN(C=O)C. The product is [CH3:21][O:20][C:13]1[CH:12]=[C:11]([N:3]2[CH2:8][CH2:7][C:6](=[O:9])[CH2:5][CH2:4]2)[CH:16]=[CH:15][C:14]=1[N+:17]([O-:19])=[O:18]. The yield is 0.610. (2) The reactants are [NH2:1][C:2]1[CH:11]=[C:10]([O:12][CH3:13])[C:9]([O:14][CH2:15][CH2:16][CH2:17][Cl:18])=[CH:8][C:3]=1[C:4](OC)=[O:5].Cl.[CH:20](N)=[NH:21]. The catalyst is CCOC(C)=O. The product is [Cl:18][CH2:17][CH2:16][CH2:15][O:14][C:9]1[CH:8]=[C:3]2[C:2](=[CH:11][C:10]=1[O:12][CH3:13])[N:1]=[CH:20][N:21]=[C:4]2[OH:5]. The yield is 0.760. (3) The reactants are [F:1][C:2]1[CH:7]=[CH:6][CH:5]=[CH:4][C:3]=1[NH:8][C:9]([NH2:11])=[S:10].BrBr. The catalyst is C(Cl)(Cl)Cl. The product is [F:1][C:2]1[C:3]2[N:8]=[C:9]([NH2:11])[S:10][C:4]=2[CH:5]=[CH:6][CH:7]=1. The yield is 0.720. (4) The reactants are [C:1]([N:9]1[C:14](=[O:15])[C:13]([I:16])=[CH:12][N:11]([CH2:17][CH2:18][CH:19]=O)[C:10]1=[O:21])(=[O:8])[C:2]1[CH:7]=[CH:6][CH:5]=[CH:4][CH:3]=1.[F:22][C:23]([F:37])([F:36])[C:24]1[CH:29]=[CH:28][C:27]([C@:30]23[CH2:35][C@H:34]2[CH2:33][NH:32][CH2:31]3)=[CH:26][CH:25]=1.CC(O)=O.[BH-](OC(C)=O)(OC(C)=O)OC(C)=O.[Na+]. The catalyst is ClCCl.O. The product is [C:1]([N:9]1[C:14](=[O:15])[C:13]([I:16])=[CH:12][N:11]([CH2:17][CH2:18][CH2:19][N:32]2[CH2:33][C@H:34]3[C@:30]([C:27]4[CH:26]=[CH:25][C:24]([C:23]([F:22])([F:37])[F:36])=[CH:29][CH:28]=4)([CH2:35]3)[CH2:31]2)[C:10]1=[O:21])(=[O:8])[C:2]1[CH:7]=[CH:6][CH:5]=[CH:4][CH:3]=1. The yield is 0.830.